This data is from Forward reaction prediction with 1.9M reactions from USPTO patents (1976-2016). The task is: Predict the product of the given reaction. (1) The product is: [CH2:33]([C:35]([C:39]1[CH:40]=[CH:41][CH:42]([C:44]([C:11]2[C:10]3[CH2:9][C:8]4[C:16](=[CH:17][C:5]([C:1]([CH3:4])([CH3:3])[CH3:2])=[CH:6][CH:7]=4)[C:15]=3[CH:14]=[C:13]([C:18]([CH3:21])([CH3:20])[CH3:19])[CH:12]=2)([CH3:46])[CH3:45])[CH:43]=1)([CH3:38])[CH2:36][CH3:37])[CH3:34]. Given the reactants [C:1]([C:5]1[CH:6]=[CH:7][C:8]2[CH2:9][C:10]3[C:15]([C:16]=2[CH:17]=1)=[CH:14][C:13]([C:18]([CH3:21])([CH3:20])[CH3:19])=[CH:12][CH:11]=3)([CH3:4])([CH3:3])[CH3:2].CCCCCC.C([Li])CCC.[CH2:33]([C:35]([C:39]1[CH:40]=[CH:41][C:42](=[C:44]([CH3:46])[CH3:45])[CH:43]=1)([CH3:38])[CH2:36][CH3:37])[CH3:34], predict the reaction product. (2) Given the reactants [Br:1][C:2]1[CH:7]=[CH:6][C:5]([C@H:8]2[C@@H:12]([C:13]3[CH:18]=[CH:17][C:16]([Br:19])=[CH:15][CH:14]=3)[N:11]([C:20](Cl)=[O:21])[C:10]([C:23]3[CH:28]=[CH:27][C:26]([C:29]([CH3:32])([CH3:31])[CH3:30])=[CH:25][C:24]=3[O:33][CH2:34][CH3:35])=[N:9]2)=[CH:4][CH:3]=1.[NH:36]1[CH2:41][CH2:40][NH:39][CH2:38][C:37]1=[O:42], predict the reaction product. The product is: [Br:1][C:2]1[CH:7]=[CH:6][C:5]([C@H:8]2[C@@H:12]([C:13]3[CH:18]=[CH:17][C:16]([Br:19])=[CH:15][CH:14]=3)[N:11]([C:20]([N:39]3[CH2:40][CH2:41][NH:36][C:37](=[O:42])[CH2:38]3)=[O:21])[C:10]([C:23]3[CH:28]=[CH:27][C:26]([C:29]([CH3:32])([CH3:31])[CH3:30])=[CH:25][C:24]=3[O:33][CH2:34][CH3:35])=[N:9]2)=[CH:4][CH:3]=1.